This data is from Catalyst prediction with 721,799 reactions and 888 catalyst types from USPTO. The task is: Predict which catalyst facilitates the given reaction. (1) Reactant: [I-].[CH:2]([P+](C1C=CC=CC=1)(C1C=CC=CC=1)C1C=CC=CC=1)([CH3:4])[CH3:3].[H-].[Na+].[F:26][C:27]1[CH:34]=[CH:33][C:30]([CH:31]=O)=[CH:29][C:28]=1[O:35][CH3:36]. Product: [F:26][C:27]1[CH:34]=[CH:33][C:30]([CH:31]=[C:2]([CH3:4])[CH3:3])=[CH:29][C:28]=1[O:35][CH3:36]. The catalyst class is: 7. (2) Reactant: [CH3:1][C:2]1[N:3]([C:16]2[C:21]([CH3:22])=[CH:20][C:19]([CH3:23])=[CH:18][C:17]=2[CH3:24])[C:4]2[C:9]([N:10]=1)=[C:8]([NH:11][CH2:12][CH2:13]Cl)[CH:7]=[C:6]([CH3:15])[N:5]=2.[CH:25]1([NH2:31])[CH2:30][CH2:29][CH2:28][CH2:27][CH2:26]1. Product: [CH3:1][C:2]1[N:3]([C:16]2[C:21]([CH3:22])=[CH:20][C:19]([CH3:23])=[CH:18][C:17]=2[CH3:24])[C:4]2[C:9]([N:10]=1)=[C:8]([NH:11][CH2:12][CH2:13][NH:31][CH:25]1[CH2:30][CH2:29][CH2:28][CH2:27][CH2:26]1)[CH:7]=[C:6]([CH3:15])[N:5]=2. The catalyst class is: 37. (3) Reactant: [CH3:1][N:2]1[C@@H:11]2[CH2:12][C:13]3[CH:18]=[CH:17][C:16]([OH:19])=[C:15]([OH:20])[C:14]=3[C:9]3[C:10]2=[C:5]([CH:6]=[CH:7][CH:8]=3)[CH2:4][CH2:3]1.Cl.Cl.NC(CC1C=CC=CC=1)C. Product: [CH3:1][N:2]1[C@@H:11]2[CH2:12][C:13]3[CH:18]=[CH:17][C:16]([OH:19])=[C:15]([OH:20])[C:14]=3[C:9]3[C:10]2=[C:5]([CH:6]=[CH:7][CH:8]=3)[CH2:4][CH2:3]1. The catalyst class is: 6. (4) Reactant: FC(F)(F)C(O)=O.C1(OC)C=CC=CC=1.C([O:23][C:24]1[CH:25]=[N:26][C:27]([N:30]2[C:35](=[O:36])[C:34]([CH2:37][C:38]3[CH:43]=[CH:42][C:41]([Br:44])=[CH:40][CH:39]=3)=[C:33]([CH2:45][CH2:46][CH2:47][CH3:48])[N:32]=[C:31]2[CH3:49])=[N:28][CH:29]=1)C1C=CC=CC=1.O. Product: [Br:44][C:41]1[CH:40]=[CH:39][C:38]([CH2:37][C:34]2[C:35](=[O:36])[N:30]([C:27]3[N:26]=[CH:25][C:24]([OH:23])=[CH:29][N:28]=3)[C:31]([CH3:49])=[N:32][C:33]=2[CH2:45][CH2:46][CH2:47][CH3:48])=[CH:43][CH:42]=1. The catalyst class is: 147. (5) Reactant: [NH:1]1[CH2:6][CH2:5][CH:4]([C:7]2[CH:8]=[C:9]3[C:13](=[CH:14][CH:15]=2)[NH:12][C:11](=[O:16])[CH2:10]3)[CH2:3][CH2:2]1.[O:17]1[CH2:22][CH2:21][C:20](=O)[CH2:19][CH2:18]1.C(O)(=O)C. Product: [O:17]1[CH2:22][CH2:21][CH:20]([N:1]2[CH2:2][CH2:3][CH:4]([C:7]3[CH:8]=[C:9]4[C:13](=[CH:14][CH:15]=3)[NH:12][C:11](=[O:16])[CH2:10]4)[CH2:5][CH2:6]2)[CH2:19][CH2:18]1. The catalyst class is: 36. (6) Reactant: [CH2:1]([N:3]([CH2:17][CH3:18])[C:4]1[CH:12]=[CH:11][C:10]([S:13]([CH3:16])(=[O:15])=[O:14])=[CH:9][C:5]=1[C:6]([OH:8])=O)[CH3:2].Cl.[N:20]1([C:26]2[C:30]3[CH:31]=[CH:32][CH:33]=[CH:34][C:29]=3[S:28][N:27]=2)[CH2:25][CH2:24][NH:23][CH2:22][CH2:21]1.C(OCC)(=O)C. Product: [S:28]1[C:29]2[CH:34]=[CH:33][CH:32]=[CH:31][C:30]=2[C:26]([N:20]2[CH2:21][CH2:22][N:23]([C:6]([C:5]3[CH:9]=[C:10]([S:13]([CH3:16])(=[O:15])=[O:14])[CH:11]=[CH:12][C:4]=3[N:3]([CH2:1][CH3:2])[CH2:17][CH3:18])=[O:8])[CH2:24][CH2:25]2)=[N:27]1. The catalyst class is: 10. (7) Reactant: [C:1]1([C@@H:7]2[CH2:13][NH:12][CH2:11][C:10]3[CH:14]=[CH:15][C:16]([C:18]([O:20][CH3:21])=[O:19])=[CH:17][C:9]=3[O:8]2)[CH:6]=[CH:5][CH:4]=[CH:3][CH:2]=1.C(O)(C(F)(F)F)=O.CCN(CC)CC.[N:36]([C:39]1[CH:44]=[CH:43][C:42]([O:45][CH3:46])=[CH:41][CH:40]=1)=[C:37]=[O:38]. Product: [CH3:46][O:45][C:42]1[CH:43]=[CH:44][C:39]([NH:36][C:37]([N:12]2[CH2:11][C:10]3[CH:14]=[CH:15][C:16]([C:18]([O:20][CH3:21])=[O:19])=[CH:17][C:9]=3[O:8][C@H:7]([C:1]3[CH:2]=[CH:3][CH:4]=[CH:5][CH:6]=3)[CH2:13]2)=[O:38])=[CH:40][CH:41]=1. The catalyst class is: 2. (8) Reactant: [NH2:1][C:2]1[C:7]([O:8][CH2:9][C:10]2[CH:15]=[CH:14][CH:13]=[CH:12][CH:11]=2)=[CH:6][CH:5]=[CH:4][N:3]=1.[Br:16]N1C(=O)CCC1=O. Product: [CH2:9]([O:8][C:7]1[C:2]([NH2:1])=[N:3][CH:4]=[C:5]([Br:16])[CH:6]=1)[C:10]1[CH:11]=[CH:12][CH:13]=[CH:14][CH:15]=1. The catalyst class is: 210.